From a dataset of Reaction yield outcomes from USPTO patents with 853,638 reactions. Predict the reaction yield, written as a fraction of the theoretical maximum amount of product (1.0 means a 100% yield; for example, 0.34 means a 34% yield). (1) The reactants are [F:1][C:2]1[CH:10]=[CH:9][C:8]2[N:7]([C:11]3[CH:12]=[CH:13][C:14](=O)[NH:15][C:16]=3[CH3:17])[C:6]3[CH:19]=[N:20][N:21](C4CCCCO4)[C:5]=3[C:4]=2[CH:3]=1.[Cl:28]P(Cl)(Cl)(Cl)Cl.CCOC(C)=O.C([O-])(O)=O.[Na+]. The catalyst is O=P(Cl)(Cl)Cl. The product is [Cl:28][C:14]1[N:15]=[C:16]([CH3:17])[C:11]([N:7]2[C:8]3[CH:9]=[CH:10][C:2]([F:1])=[CH:3][C:4]=3[C:5]3[NH:21][N:20]=[CH:19][C:6]2=3)=[CH:12][CH:13]=1. The yield is 0.0900. (2) The catalyst is CN1CCCC1=O. The yield is 0.731. The reactants are [C:1]([O:5][C:6](=[O:25])[NH:7][C@@H:8]1[CH2:13][CH2:12][CH2:11][N:10]([C:14]2[CH:19]=[C:18]([CH3:20])[N:17]=[C:16](Cl)[C:15]=2[N+:22]([O-:24])=[O:23])[CH2:9]1)([CH3:4])([CH3:3])[CH3:2].C(N(CC)CC)C.[CH3:33][O:34][C:35]1[CH:42]=[C:41]([O:43][CH3:44])[CH:40]=[CH:39][C:36]=1[CH2:37][NH2:38].C(OCC)(=O)C. The product is [C:1]([O:5][C:6](=[O:25])[NH:7][C@@H:8]1[CH2:13][CH2:12][CH2:11][N:10]([C:14]2[CH:19]=[C:18]([CH3:20])[N:17]=[C:16]([NH:38][CH2:37][C:36]3[CH:39]=[CH:40][C:41]([O:43][CH3:44])=[CH:42][C:35]=3[O:34][CH3:33])[C:15]=2[N+:22]([O-:24])=[O:23])[CH2:9]1)([CH3:4])([CH3:3])[CH3:2]. (3) The reactants are [NH2:1][C:2]1[CH:3]=[C:4]([CH:8]=[CH:9][C:10]=1[F:11])[C:5]([OH:7])=O.[NH:12]1[CH2:17][CH2:16][CH2:15][C@@H:14]2[C:18]3[CH:19]=[CH:20][CH:21]=[CH:22][C:23]=3[CH2:24][C@H:13]12.F[P-](F)(F)(F)(F)F.N1(OC(N(C)C)=[N+](C)C)C2N=CC=CC=2N=N1. The yield is 0.680. The product is [NH2:1][C:2]1[CH:3]=[C:4]([C:5]([N:12]2[CH2:17][CH2:16][CH2:15][C@@H:14]3[C:18]4[CH:19]=[CH:20][CH:21]=[CH:22][C:23]=4[CH2:24][C@H:13]23)=[O:7])[CH:8]=[CH:9][C:10]=1[F:11]. No catalyst specified. (4) The reactants are Br[C:2]1[CH:3]=[C:4]([NH:10][C:11]2[CH:16]=[CH:15][C:14]([CH:17]3[CH2:20][N:19]([CH:21]4[CH2:24][O:23][CH2:22]4)[CH2:18]3)=[CH:13][N:12]=2)[C:5](=[O:9])[N:6]([CH3:8])[CH:7]=1.[C:25]([O:28][CH2:29][C:30]1[C:31]([N:39]2[CH2:50][CH2:49][N:48]3[C:41](=[CH:42][C:43]4[CH2:44][C:45]([CH3:52])([CH3:51])[CH2:46][C:47]=43)[C:40]2=[O:53])=[N:32][CH:33]=[CH:34][C:35]=1B(O)O)(=[O:27])[CH3:26].C([O-])(=O)C.[Na+].[O-]P([O-])([O-])=O.[K+].[K+].[K+]. The catalyst is O.C1C=CC(P(C2C=CC=CC=2)[C-]2C=CC=C2)=CC=1.C1C=CC(P(C2C=CC=CC=2)[C-]2C=CC=C2)=CC=1.Cl[Pd]Cl.[Fe+2].C(#N)C. The product is [C:25]([O:28][CH2:29][C:30]1[C:31]([N:39]2[CH2:50][CH2:49][N:48]3[C:41](=[CH:42][C:43]4[CH2:44][C:45]([CH3:52])([CH3:51])[CH2:46][C:47]=43)[C:40]2=[O:53])=[N:32][CH:33]=[CH:34][C:35]=1[C:2]1[CH:3]=[C:4]([NH:10][C:11]2[CH:16]=[CH:15][C:14]([CH:17]3[CH2:20][N:19]([CH:21]4[CH2:24][O:23][CH2:22]4)[CH2:18]3)=[CH:13][N:12]=2)[C:5](=[O:9])[N:6]([CH3:8])[CH:7]=1)(=[O:27])[CH3:26]. The yield is 0.460. (5) The reactants are Br[C:2]1[CH:3]=[CH:4][C:5]2[O:9][C:8]([C:10]3[CH:15]=[CH:14][C:13]([CH3:16])=[CH:12][CH:11]=3)=[N:7][C:6]=2[CH:17]=1.[CH3:18][O:19][C:20]1[CH:25]=[CH:24][C:23](B(O)O)=[CH:22][CH:21]=1.C(=O)([O-])[O-].[K+].[K+]. The catalyst is O1CCOCC1.O.C1C=CC([P]([Pd]([P](C2C=CC=CC=2)(C2C=CC=CC=2)C2C=CC=CC=2)([P](C2C=CC=CC=2)(C2C=CC=CC=2)C2C=CC=CC=2)[P](C2C=CC=CC=2)(C2C=CC=CC=2)C2C=CC=CC=2)(C2C=CC=CC=2)C2C=CC=CC=2)=CC=1. The product is [CH3:18][O:19][C:20]1[CH:25]=[CH:24][C:23]([C:2]2[CH:3]=[CH:4][C:5]3[O:9][C:8]([C:10]4[CH:15]=[CH:14][C:13]([CH3:16])=[CH:12][CH:11]=4)=[N:7][C:6]=3[CH:17]=2)=[CH:22][CH:21]=1. The yield is 0.380. (6) The reactants are [Cl:1][C:2]1[CH:7]=[CH:6][C:5]([CH2:8][NH:9][C:10]([C:12]2[NH:13][C:14]3[C:19]([CH:20]=2)=[CH:18][CH:17]=[C:16]([NH:21][C:22](=[O:30])[CH2:23][CH2:24][O:25]C(C)(C)C)[CH:15]=3)=[O:11])=[C:4]([F:31])[C:3]=1[O:32][C:33]1[CH:38]=[C:37]([C:39]#[N:40])[CH:36]=[C:35]([Cl:41])[CH:34]=1. The catalyst is Cl.O1CCOCC1. The product is [Cl:1][C:2]1[CH:7]=[CH:6][C:5]([CH2:8][NH:9][C:10]([C:12]2[NH:13][C:14]3[C:19]([CH:20]=2)=[CH:18][CH:17]=[C:16]([NH:21][C:22](=[O:30])[CH2:23][CH2:24][OH:25])[CH:15]=3)=[O:11])=[C:4]([F:31])[C:3]=1[O:32][C:33]1[CH:38]=[C:37]([C:39]#[N:40])[CH:36]=[C:35]([Cl:41])[CH:34]=1. The yield is 0.200. (7) The reactants are C1(S([N:10]2[C:14]3=[N:15][CH:16]=[C:17]([Cl:19])[CH:18]=[C:13]3[C:12]([CH2:20][C:21]3[CH:22]=[CH:23][C:24]([NH:27][CH2:28][C:29]4[CH:30]=[N:31][CH:32]=[C:33]([F:35])[CH:34]=4)=[N:25][CH:26]=3)=[CH:11]2)(=O)=O)C=CC=CC=1.[F-].C([N+](CCCC)(CCCC)CCCC)CCC.O. The catalyst is O1CCCC1. The product is [Cl:19][C:17]1[CH:18]=[C:13]2[C:12]([CH2:20][C:21]3[CH:22]=[CH:23][C:24]([NH:27][CH2:28][C:29]4[CH:30]=[N:31][CH:32]=[C:33]([F:35])[CH:34]=4)=[N:25][CH:26]=3)=[CH:11][NH:10][C:14]2=[N:15][CH:16]=1. The yield is 0.310. (8) The reactants are Br[C:2]1[CH:3]=[C:4]([NH:10][C:11]2[CH:20]=[C:14]3[CH2:15][N:16]([CH3:19])[CH2:17][CH2:18][N:13]3[N:12]=2)[C:5](=[O:9])[N:6]([CH3:8])[CH:7]=1.[C:21]([O:24][CH2:25][C:26]1[C:31]([N:32]2[CH2:43][CH2:42][N:41]3[C:34](=[CH:35][C:36]4[CH2:37][C:38]([CH3:45])([CH3:44])[CH2:39][C:40]=43)[C:33]2=[O:46])=[CH:30][C:29]([F:47])=[CH:28][C:27]=1B1OC(C)(C)C(C)(C)O1)(=[O:23])[CH3:22].COCCOC.C(=O)([O-])[O-].[Na+].[Na+]. The catalyst is C1C=CC([P]([Pd]([P](C2C=CC=CC=2)(C2C=CC=CC=2)C2C=CC=CC=2)([P](C2C=CC=CC=2)(C2C=CC=CC=2)C2C=CC=CC=2)[P](C2C=CC=CC=2)(C2C=CC=CC=2)C2C=CC=CC=2)(C2C=CC=CC=2)C2C=CC=CC=2)=CC=1.O.C(OCC)(=O)C. The product is [F:47][C:29]1[CH:28]=[C:27]([C:2]2[CH:3]=[C:4]([NH:10][C:11]3[CH:20]=[C:14]4[CH2:15][N:16]([CH3:19])[CH2:17][CH2:18][N:13]4[N:12]=3)[C:5](=[O:9])[N:6]([CH3:8])[CH:7]=2)[C:26]([CH2:25][O:24][C:21](=[O:23])[CH3:22])=[C:31]([N:32]2[CH2:43][CH2:42][N:41]3[C:34](=[CH:35][C:36]4[CH2:37][C:38]([CH3:44])([CH3:45])[CH2:39][C:40]=43)[C:33]2=[O:46])[CH:30]=1. The yield is 0.370. (9) The reactants are [C:1]([O:4][C@@H:5]1[C@H:11]([O:12][CH2:13][C:14]2[CH:19]=[CH:18][CH:17]=[CH:16][CH:15]=2)[C@@:10]([CH2:29][O:30][S:31]([CH3:34])(=[O:33])=[O:32])([CH2:20][O:21][CH2:22][C:23]2[CH:28]=[CH:27][CH:26]=[CH:25][CH:24]=2)[O:9][CH:6]1OC)(=[O:3])[CH3:2].[C:35]1([S:41][Si](C)(C)C)[CH:40]=[CH:39][CH:38]=[CH:37][CH:36]=1.O([Si](C)(C)C)S(C(F)(F)F)(=O)=O. The catalyst is ClCCl. The product is [C:1]([O:4][C@@H:5]1[C@H:11]([O:12][CH2:13][C:14]2[CH:19]=[CH:18][CH:17]=[CH:16][CH:15]=2)[C@@:10]([CH2:29][O:30][S:31]([CH3:34])(=[O:33])=[O:32])([CH2:20][O:21][CH2:22][C:23]2[CH:24]=[CH:25][CH:26]=[CH:27][CH:28]=2)[O:9][C@H:6]1[S:41][C:35]1[CH:40]=[CH:39][CH:38]=[CH:37][CH:36]=1)(=[O:3])[CH3:2]. The yield is 0.660.